From a dataset of Forward reaction prediction with 1.9M reactions from USPTO patents (1976-2016). Predict the product of the given reaction. (1) The product is: [CH3:1][N:2]1[CH2:3][CH2:4][N:5]([C:8]2[CH:9]=[C:10]([CH:14]=[CH:15][CH:16]=2)[C:11]([NH:30][CH2:31][C:36]([O:38][C:39]([CH3:40])([CH3:43])[CH3:17])=[O:37])=[O:13])[CH2:6][CH2:7]1. Given the reactants [CH3:1][N:2]1[CH2:7][CH2:6][N:5]([C:8]2[CH:9]=[C:10]([CH:14]=[CH:15][CH:16]=2)[C:11]([OH:13])=O)[CH2:4][CH2:3]1.[C:17](Cl)(=O)C(Cl)=O.C(N(CC)CC)C.[NH2:30][C@H:31]([C:36]([O-:38])=[O:37])C(C)(C)C.[CH2:39]1[CH2:43]OC[CH2:40]1, predict the reaction product. (2) Given the reactants [CH3:1][S:2]([C:5]1[CH:6]=[C:7]([CH:9]=[CH:10][CH:11]=1)[NH2:8])(=[O:4])=[O:3].C(O)(=O)C.[O-:16][C:17]#[N:18].[Na+], predict the reaction product. The product is: [CH3:1][S:2]([C:5]1[CH:6]=[C:7]([NH:8][C:17]([NH2:18])=[O:16])[CH:9]=[CH:10][CH:11]=1)(=[O:3])=[O:4]. (3) Given the reactants [O:1]1[CH2:6][CH2:5][CH:4]([C:7]([OH:9])=O)[CH2:3][CH2:2]1.S(Cl)(Cl)=O.[C:14]([O:18][C:19]([N:21]1[CH2:27][CH2:26][CH2:25][NH:24][CH2:23][CH2:22]1)=[O:20])([CH3:17])([CH3:16])[CH3:15].C(N(CC)CC)C, predict the reaction product. The product is: [C:14]([O:18][C:19]([N:21]1[CH2:27][CH2:26][CH2:25][N:24]([C:7]([CH:4]2[CH2:3][CH2:2][O:1][CH2:6][CH2:5]2)=[O:9])[CH2:23][CH2:22]1)=[O:20])([CH3:17])([CH3:15])[CH3:16]. (4) Given the reactants [Br:1][C:2]1[CH:3]=[C:4]([CH2:23]Br)[C:5]([N:8]([C:16]([O:18][C:19]([CH3:22])([CH3:21])[CH3:20])=[O:17])[C:9]([O:11][C:12]([CH3:15])([CH3:14])[CH3:13])=[O:10])=[N:6][CH:7]=1.[CH3:25][S-:26].[Na+], predict the reaction product. The product is: [Br:1][C:2]1[CH:3]=[C:4]([CH2:23][S:26][CH3:25])[C:5]([N:8]([C:16]([O:18][C:19]([CH3:22])([CH3:21])[CH3:20])=[O:17])[C:9]([O:11][C:12]([CH3:15])([CH3:14])[CH3:13])=[O:10])=[N:6][CH:7]=1. (5) The product is: [CH3:1][NH:8][C@H:9]1[CH2:14][CH2:13][CH2:12][C@@H:11]([O:15][C:16]2[C:17]([CH3:25])=[C:18]3[C:22](=[CH:23][CH:24]=2)[NH:21][N:20]=[CH:19]3)[CH2:10]1. Given the reactants [CH2:1]([N:8](C)[C@H:9]1[CH2:14][CH2:13][CH2:12][C@@H:11]([O:15][C:16]2[C:17]([CH3:25])=[C:18]3[C:22](=[CH:23][CH:24]=2)[NH:21][N:20]=[CH:19]3)[CH2:10]1)C1C=CC=CC=1.C([O-])=O.[NH4+], predict the reaction product. (6) Given the reactants [CH3:1][C@H:2]1[NH:7][CH2:6][C@@H:5]([OH:8])[CH2:4][CH2:3]1.[OH-].[Na+].[N:11]1[N:12]([C:16]2[S:17][CH:18]=[CH:19][C:20]=2[C:21](Cl)=[O:22])[N:13]=[CH:14][CH:15]=1, predict the reaction product. The product is: [N:13]1[N:12]([C:16]2[S:17][CH:18]=[CH:19][C:20]=2[C:21]([N:7]2[CH2:6][C@@H:5]([OH:8])[CH2:4][CH2:3][C@H:2]2[CH3:1])=[O:22])[N:11]=[CH:15][CH:14]=1.